From a dataset of Full USPTO retrosynthesis dataset with 1.9M reactions from patents (1976-2016). Predict the reactants needed to synthesize the given product. Given the product [C:15]([O:19][C:20](=[O:30])[NH:21][C:22]1[CH:27]=[CH:26][C:25]([CH2:4][CH2:3][CH2:2][CH2:1][N:5]2[CH:9]=[CH:8][N:7]=[N:6]2)=[CH:24][C:23]=1[F:29])([CH3:18])([CH3:16])[CH3:17], predict the reactants needed to synthesize it. The reactants are: [CH2:1]([N:5]1[CH:9]=[CH:8][N:7]=[N:6]1)[CH2:2][CH:3]=[CH2:4].C1COCC1.[C:15]([O:19][C:20](=[O:30])[NH:21][C:22]1[CH:27]=[CH:26][C:25](Br)=[CH:24][C:23]=1[F:29])([CH3:18])([CH3:17])[CH3:16].C(=O)([O-])[O-].[Cs+].[Cs+].